From a dataset of Retrosynthesis with 50K atom-mapped reactions and 10 reaction types from USPTO. Predict the reactants needed to synthesize the given product. Given the product CC(C)(C)S(=O)(=O)CCN, predict the reactants needed to synthesize it. The reactants are: CC(C)(C)OC(=O)NCCS(=O)(=O)C(C)(C)C.